This data is from Peptide-MHC class I binding affinity with 185,985 pairs from IEDB/IMGT. The task is: Regression. Given a peptide amino acid sequence and an MHC pseudo amino acid sequence, predict their binding affinity value. This is MHC class I binding data. (1) The peptide sequence is FVNHRFTLV. The MHC is HLA-A02:02 with pseudo-sequence HLA-A02:02. The binding affinity (normalized) is 0.593. (2) The peptide sequence is KKQQVYALF. The MHC is HLA-A02:01 with pseudo-sequence HLA-A02:01. The binding affinity (normalized) is 0. (3) The peptide sequence is SSVSVLMKEH. The MHC is HLA-A68:01 with pseudo-sequence HLA-A68:01. The binding affinity (normalized) is 0.160. (4) The peptide sequence is FPTSCHMF. The MHC is HLA-A68:01 with pseudo-sequence HLA-A68:01. The binding affinity (normalized) is 0. (5) The MHC is HLA-B40:13 with pseudo-sequence HLA-B40:13. The binding affinity (normalized) is 0.936. The peptide sequence is WQLTSIWPI. (6) The peptide sequence is EFKSRFFVM. The MHC is HLA-A80:01 with pseudo-sequence HLA-A80:01. The binding affinity (normalized) is 0.0847.